Dataset: Forward reaction prediction with 1.9M reactions from USPTO patents (1976-2016). Task: Predict the product of the given reaction. Given the reactants [N+:1]([C:4]1[CH:5]=[C:6]([CH:25]=[CH:26][CH:27]=1)[O:7][C:8]1[CH:15]=[CH:14][C:11](C=O)=[C:10]([B:16]2[O:20][C:19](C)(C)C(C)(C)[O:17]2)[CH:9]=1)([O-:3])=[O:2].[BH4-].[Na+], predict the reaction product. The product is: [N+:1]([C:4]1[CH:5]=[C:6]([CH:25]=[CH:26][CH:27]=1)[O:7][C:8]1[CH:15]=[CH:14][C:11]2[CH2:19][O:20][B:16]([OH:17])[C:10]=2[CH:9]=1)([O-:3])=[O:2].